From a dataset of Forward reaction prediction with 1.9M reactions from USPTO patents (1976-2016). Predict the product of the given reaction. (1) The product is: [CH3:24][N:17]([C:18]1[CH:23]=[CH:22][CH:21]=[CH:20][CH:19]=1)[C:16]([O:15][C:12]1[N:11]=[CH:10][C:9]([NH:8][CH2:7][C:6]([OH:26])=[O:5])=[CH:14][CH:13]=1)=[O:25]. Given the reactants C([O:5][C:6](=[O:26])[CH2:7][NH:8][C:9]1[CH:10]=[N:11][C:12]([O:15][C:16](=[O:25])[N:17]([CH3:24])[C:18]2[CH:23]=[CH:22][CH:21]=[CH:20][CH:19]=2)=[CH:13][CH:14]=1)(C)(C)C.C(OCC)(=O)C, predict the reaction product. (2) The product is: [Br:1][C:2]1[CH:7]=[C:6]([OH:8])[CH:5]=[C:4]([S:10]([CH2:13][CH3:14])(=[O:11])=[O:12])[CH:3]=1. Given the reactants [Br:1][C:2]1[CH:7]=[C:6]([O:8]C)[CH:5]=[C:4]([S:10]([CH2:13][CH3:14])(=[O:12])=[O:11])[CH:3]=1.B(Br)(Br)Br, predict the reaction product. (3) Given the reactants O[CH:2]([C:16]1[CH:20]=[CH:19][S:18][CH:17]=1)[CH:3]1[CH2:8][CH2:7][CH2:6][N:5](C(OC(C)(C)C)=O)[CH2:4]1.FC(F)(F)C(O)=O.C([SiH](CC)CC)C, predict the reaction product. The product is: [S:18]1[CH:19]=[CH:20][C:16]([CH2:2][CH:3]2[CH2:8][CH2:7][CH2:6][NH:5][CH2:4]2)=[CH:17]1. (4) Given the reactants [F:1][C:2]1[C:26]([OH:27])=[CH:25][CH:24]=[C:23]([F:28])[C:3]=1[CH2:4][O:5][C:6]([N:8]1[CH2:13][CH2:12][N:11]([C:14]([O:16][C:17]([CH3:20])([CH3:19])[CH3:18])=[O:15])[CH2:10][C@H:9]1[CH2:21][CH3:22])=[O:7].[CH3:29][O:30][CH2:31][CH2:32][CH2:33]OS(C1C=CC(C)=CC=1)(=O)=O, predict the reaction product. The product is: [F:1][C:2]1[C:26]([O:27][CH2:33][CH2:32][CH2:31][O:30][CH3:29])=[CH:25][CH:24]=[C:23]([F:28])[C:3]=1[CH2:4][O:5][C:6]([N:8]1[CH2:13][CH2:12][N:11]([C:14]([O:16][C:17]([CH3:18])([CH3:19])[CH3:20])=[O:15])[CH2:10][C@H:9]1[CH2:21][CH3:22])=[O:7]. (5) Given the reactants Cl.CN(C)CCCN=C=NCC.ON1C2C=CC=CC=2N=N1.[CH2:23]([O:30][C:31]([NH:33][C:34]1([C:37]([OH:39])=O)[CH2:36][CH2:35]1)=[O:32])[C:24]1[CH:29]=[CH:28][CH:27]=[CH:26][CH:25]=1.[CH2:40]([NH:47][CH2:48][C:49]([O:51][CH2:52][CH3:53])=[O:50])[C:41]1[CH:46]=[CH:45][CH:44]=[CH:43][CH:42]=1, predict the reaction product. The product is: [CH2:40]([N:47]([C:37]([C:34]1([NH:33][C:31]([O:30][CH2:23][C:24]2[CH:25]=[CH:26][CH:27]=[CH:28][CH:29]=2)=[O:32])[CH2:35][CH2:36]1)=[O:39])[CH2:48][C:49]([O:51][CH2:52][CH3:53])=[O:50])[C:41]1[CH:46]=[CH:45][CH:44]=[CH:43][CH:42]=1.